Regression. Given a peptide amino acid sequence and an MHC pseudo amino acid sequence, predict their binding affinity value. This is MHC class II binding data. From a dataset of Peptide-MHC class II binding affinity with 134,281 pairs from IEDB. (1) The peptide sequence is FKDTSMQKTIPLVAL. The MHC is HLA-DQA10501-DQB10303 with pseudo-sequence HLA-DQA10501-DQB10303. The binding affinity (normalized) is 0.600. (2) The binding affinity (normalized) is 0.978. The peptide sequence is EKEYFAATQFEPLAA. The MHC is HLA-DPA10301-DPB10402 with pseudo-sequence HLA-DPA10301-DPB10402. (3) The MHC is DRB1_0901 with pseudo-sequence DRB1_0901. The peptide sequence is IDLNVLLSAAINFFL. The binding affinity (normalized) is 0.349. (4) The peptide sequence is SWIQSIPFVHLGHRD. The MHC is DRB4_0101 with pseudo-sequence DRB4_0103. The binding affinity (normalized) is 0. (5) The peptide sequence is DQVVMTSLALVGAALK. The MHC is DRB3_0301 with pseudo-sequence DRB3_0301. The binding affinity (normalized) is 0.644. (6) The peptide sequence is ATVATAPEVKYTVFE. The MHC is HLA-DPA10201-DPB10501 with pseudo-sequence HLA-DPA10201-DPB10501. The binding affinity (normalized) is 0.477. (7) The peptide sequence is GELQIVDHIDAAFKI. The MHC is DRB1_1501 with pseudo-sequence DRB1_1501. The binding affinity (normalized) is 0.610.